This data is from Catalyst prediction with 721,799 reactions and 888 catalyst types from USPTO. The task is: Predict which catalyst facilitates the given reaction. (1) Reactant: [Cl:1][C:2]1[CH:7]=[CH:6][C:5]([C:8]2[N:9]=[C:10]([C:13]([OH:15])=O)[S:11][CH:12]=2)=[CH:4][CH:3]=1.C1N=CN(C(N2C=NC=C2)=O)C=1.[CH2:28]([S:30][CH2:31][CH2:32][NH2:33])[CH3:29].C(Cl)(Cl)Cl. Product: [CH2:28]([S:30][CH2:31][CH2:32][NH:33][C:13]([C:10]1[S:11][CH:12]=[C:8]([C:5]2[CH:4]=[CH:3][C:2]([Cl:1])=[CH:7][CH:6]=2)[N:9]=1)=[O:15])[CH3:29]. The catalyst class is: 1. (2) Reactant: N1CCCCC1.[CH3:7][O:8][C:9]1[CH:16]=[CH:15][C:12]([CH:13]=O)=[CH:11][C:10]=1[O:17][CH2:18][CH2:19][C:20]#[C:21][CH2:22][CH3:23].C([CH2:27][C:28]([NH:30][C:31]1[CH:39]=[CH:38][CH:37]=[CH:36][C:32]=1[C:33]([OH:35])=[O:34])=[O:29])(O)=O.Cl. Product: [CH2:18]([O:17][C:10]1[CH:11]=[C:12](/[CH:13]=[CH:27]/[C:28]([NH:30][C:31]2[CH:39]=[CH:38][CH:37]=[CH:36][C:32]=2[C:33]([OH:35])=[O:34])=[O:29])[CH:15]=[CH:16][C:9]=1[O:8][CH3:7])[CH2:19][C:20]#[C:21][CH2:22][CH3:23]. The catalyst class is: 11. (3) Reactant: [Cl:1][C:2]1[CH:7]=[CH:6][C:5]([N:8]2[CH2:12][CH2:11][CH:10]([C:13](O)=O)[C:9]2=[O:16])=[CH:4][CH:3]=1.C=O.COC1CCNCC1. Product: [Cl:1][C:2]1[CH:7]=[CH:6][C:5]([N:8]2[CH2:12][CH2:11][C:10](=[CH2:13])[C:9]2=[O:16])=[CH:4][CH:3]=1. The catalyst class is: 5. (4) Reactant: [CH3:1][S:2]([C:5]1[CH:6]=[CH:7][C:8]([O:18]CC2C=CC(OC)=CC=2)=[C:9]([C:11](=O)[CH2:12][CH2:13][C:14](=O)[CH3:15])[CH:10]=1)(=[O:4])=[O:3].[CH2:28]([O:30][C:31](=[O:39])[C:32]1[CH:37]=[CH:36][CH:35]=[C:34]([NH2:38])[CH:33]=1)[CH3:29].C1(C)C=CC(S(O)(=O)=O)=CC=1. Product: [CH2:28]([O:30][C:31](=[O:39])[C:32]1[CH:37]=[CH:36][CH:35]=[C:34]([N:38]2[C:14]([CH3:15])=[CH:13][CH:12]=[C:11]2[C:9]2[CH:10]=[C:5]([S:2]([CH3:1])(=[O:3])=[O:4])[CH:6]=[CH:7][C:8]=2[OH:18])[CH:33]=1)[CH3:29]. The catalyst class is: 11. (5) Reactant: [OH-].[NH4+:2].[CH3:3][CH:4]([CH3:20])[CH2:5][N:6]1[C:18]2[C:17]3[N:16]=[CH:15][CH:14]=[CH:13][C:12]=3[N+:11]([O-])=[CH:10][C:9]=2[N:8]=[CH:7]1.C1(S(Cl)(=O)=O)C=CC=CC=1.[OH-].[Na+]. Product: [CH3:3][CH:4]([CH3:20])[CH2:5][N:6]1[C:18]2[C:17]3[N:16]=[CH:15][CH:14]=[CH:13][C:12]=3[N:11]=[C:10]([NH2:2])[C:9]=2[N:8]=[CH:7]1. The catalyst class is: 5.